This data is from Forward reaction prediction with 1.9M reactions from USPTO patents (1976-2016). The task is: Predict the product of the given reaction. (1) Given the reactants [Cl:1][C:2]1[C:11]2[C:6](=[CH:7][CH:8]=[CH:9][CH:10]=2)[CH:5]=[CH:4][CH:3]=1.[C:12](Cl)(=[O:15])[CH:13]=[CH2:14].[Cl-].[Al+3].[Cl-].[Cl-], predict the reaction product. The product is: [Cl:1][C:2]1[C:11]2[C:6](=[CH:7][C:8]([C:12](=[O:15])[CH:13]=[CH2:14])=[CH:9][CH:10]=2)[CH:5]=[CH:4][CH:3]=1. (2) Given the reactants [CH:1]1([N:4]2[C:12]([CH3:13])=[C:11]3[C:6]([CH:7]=[CH:8][C:9]([N:14]4[CH:19]=[CH:18][C:17]([OH:20])=[CH:16][C:15]4=[O:21])=[CH:10]3)=[N:5]2)[CH2:3][CH2:2]1.[Cl:22][C:23]1[S:27][C:26]([CH2:28]O)=[CH:25][CH:24]=1.N(C(N1CCCCC1)=O)=NC(N1CCCCC1)=O.C(P(CCCC)CCCC)CCC, predict the reaction product. The product is: [Cl:22][C:23]1[S:27][C:26]([CH2:28][O:20][C:17]2[CH:18]=[CH:19][N:14]([C:9]3[CH:8]=[CH:7][C:6]4[C:11](=[C:12]([CH3:13])[N:4]([CH:1]5[CH2:2][CH2:3]5)[N:5]=4)[CH:10]=3)[C:15](=[O:21])[CH:16]=2)=[CH:25][CH:24]=1.